From a dataset of Forward reaction prediction with 1.9M reactions from USPTO patents (1976-2016). Predict the product of the given reaction. (1) Given the reactants [CH2:1]([S:5][C:6]1[N:14]=[C:13]2[C:9]([N:10]=[CH:11][N:12]2[C@@H:15]2[O:27][C@H:26]([CH2:28][O:29]C(=O)C)[C@@H:21]([O:22]C(=O)C)[C@H:16]2[O:17]C(=O)C)=[C:8](Cl)[N:7]=1)[CH2:2][CH2:3][CH3:4].[CH2:34]([NH2:41])[C:35]1[CH:40]=[CH:39][CH:38]=[CH:37][CH:36]=1, predict the reaction product. The product is: [CH2:1]([S:5][C:6]1[N:14]=[C:13]2[C:9]([N:10]=[CH:11][N:12]2[C@@H:15]2[O:27][C@H:26]([CH2:28][OH:29])[C@@H:21]([OH:22])[C@H:16]2[OH:17])=[C:8]([NH:41][CH2:34][C:35]2[CH:40]=[CH:39][CH:38]=[CH:37][CH:36]=2)[N:7]=1)[CH2:2][CH2:3][CH3:4]. (2) The product is: [CH3:1][S:2]([O:10][CH2:9][CH2:8][CH2:7][F:6])(=[O:4])=[O:3]. Given the reactants [CH3:1][S:2](Cl)(=[O:4])=[O:3].[F:6][CH2:7][CH2:8][CH2:9][OH:10], predict the reaction product. (3) Given the reactants [F:1][C:2]1[CH:7]=[CH:6][C:5](B(O)O)=[CH:4][CH:3]=1.C[O:12][C:13](=[O:42])[CH2:14][CH2:15][C:16]1[CH:21]=[CH:20][C:19]([O:22][C:23]2[CH:28]=[CH:27][CH:26]=[C:25]([O:29][C:30]3[CH:35]=[CH:34][C:33]([C:36]([F:39])([F:38])[F:37])=[CH:32][C:31]=3Br)[CH:24]=2)=[CH:18][C:17]=1[CH3:41], predict the reaction product. The product is: [F:1][C:2]1[CH:7]=[CH:6][C:5]([C:31]2[CH:32]=[C:33]([C:36]([F:39])([F:38])[F:37])[CH:34]=[CH:35][C:30]=2[O:29][C:25]2[CH:24]=[C:23]([CH:28]=[CH:27][CH:26]=2)[O:22][C:19]2[CH:20]=[CH:21][C:16]([CH2:15][CH2:14][C:13]([OH:42])=[O:12])=[C:17]([CH3:41])[CH:18]=2)=[CH:4][CH:3]=1. (4) Given the reactants [C:1]1([N:7]2[C:11]([CH3:12])=[C:10]([C:13]3[CH2:14][CH2:15][N:16](C(OC(C)(C)C)=O)[CH2:17][CH:18]=3)[N:9]=[N:8]2)[CH:6]=[CH:5][CH:4]=[CH:3][CH:2]=1.[ClH:26], predict the reaction product. The product is: [ClH:26].[CH3:12][C:11]1[N:7]([C:1]2[CH:6]=[CH:5][CH:4]=[CH:3][CH:2]=2)[N:8]=[N:9][C:10]=1[C:13]1[CH2:14][CH2:15][NH:16][CH2:17][CH:18]=1. (5) Given the reactants C(N(CC)CC)C.[C:8]([O:12][C:13](=[O:18])[NH:14][CH2:15][CH2:16][NH2:17])([CH3:11])([CH3:10])[CH3:9].Cl.[CH3:20][O:21][C:22](=[O:37])[CH:23]([OH:36])[CH2:24][O:25][C:26]1[CH:31]=[CH:30][C:29]([C:32](OC)=[NH:33])=[CH:28][CH:27]=1, predict the reaction product. The product is: [CH3:20][O:21][C:22](=[O:37])[CH:23]([OH:36])[CH2:24][O:25][C:26]1[CH:31]=[CH:30][C:29]([C:32](=[NH:33])[NH:17][CH2:16][CH2:15][NH:14][C:13]([O:12][C:8]([CH3:11])([CH3:9])[CH3:10])=[O:18])=[CH:28][CH:27]=1. (6) Given the reactants [C:1]([O:4][C@@H:5]1[C@@H:10]([O:11][C:12](=[O:14])[CH3:13])[C@H:9]([O:15][C:16](=[O:18])[CH3:17])[C@@H:8]([CH2:19][O:20][C:21](=[O:23])[CH3:22])[O:7][C@H:6]1[C:24]1[CH:29]=[CH:28][C:27]([CH3:30])=[C:26]([CH2:31][C:32]2[S:33][C:34](Cl)=[CH:35][CH:36]=2)[CH:25]=1)(=[O:3])[CH3:2].[F:38][C:39]1[N:44]=[CH:43][C:42](B(O)O)=[CH:41][CH:40]=1.C(P(C(C)(C)C)C(C)(C)C)(C)(C)C.F[B-](F)(F)F.[H+].[F-].[K+].[Cl-].[NH4+], predict the reaction product. The product is: [C:1]([O:4][C@@H:5]1[C@@H:10]([O:11][C:12](=[O:14])[CH3:13])[C@H:9]([O:15][C:16](=[O:18])[CH3:17])[C@@H:8]([CH2:19][O:20][C:21](=[O:23])[CH3:22])[O:7][C@H:6]1[C:24]1[CH:29]=[CH:28][C:27]([CH3:30])=[C:26]([CH2:31][C:32]2[S:33][C:34]([C:42]3[CH:43]=[N:44][C:39]([F:38])=[CH:40][CH:41]=3)=[CH:35][CH:36]=2)[CH:25]=1)(=[O:3])[CH3:2]. (7) Given the reactants [Cl:1][C:2]1[CH:3]=[CH:4][C:5]([CH3:15])=[C:6]([C:8]2[CH:13]=[CH:12][N:11]=[CH:10][C:9]=2[NH2:14])[CH:7]=1.[CH:16](OC)(OC)OC.[H-].[H-].[H-].[H-].[Li+].[Al+3], predict the reaction product. The product is: [Cl:1][C:2]1[CH:3]=[CH:4][C:5]([CH3:15])=[C:6]([C:8]2[CH:13]=[CH:12][N:11]=[CH:10][C:9]=2[NH:14][CH3:16])[CH:7]=1. (8) Given the reactants CC1(C)S[C@@H]2[C@H](NC([C@H](N)C3C=CC=CC=3)=O)C(=O)[N:4]2[C@H]1C(O)=O.C[C@@H]1O[C@@H](O[C@H]2[C@H](O)[C@@H](O)[C@H](NC(N)=N)[C@@H](O)[C@@H]2NC(N)=N)[C@H]([O:49][C@@H:50]2[O:55][C@@H:54]([CH2:56]O)[C@H:53](O)[C@@H:52](O)[C@@H:51]2[NH:60]C)[C@@]1(O)C=O.CCCCO.CC(O)CO.C(O)CO.C([O-])(=O)CCCCCCC/C=C\CCCCCCCC.[Na+], predict the reaction product. The product is: [NH2:60][C@H:51]([C:50]([OH:55])=[O:49])[CH2:52][CH2:53][CH2:54][CH2:56][NH2:4]. (9) Given the reactants [NH2:1][C:2]1[N:7]([CH3:8])[C:6](=[O:9])[NH:5][C:4](=[O:10])[CH:3]=1.C(=O)(O)[O-].[Na+].[Br:16]Br, predict the reaction product. The product is: [NH2:1][C:2]1[N:7]([CH3:8])[C:6](=[O:9])[NH:5][C:4](=[O:10])[C:3]=1[Br:16]. (10) The product is: [NH2:8][CH:9]1[CH2:14][CH2:13][C:12]([CH3:16])([OH:15])[CH2:11][CH2:10]1. Given the reactants C([NH:8][CH:9]1[CH2:14][CH2:13][C:12]([CH3:16])([OH:15])[CH2:11][CH2:10]1)C1C=CC=CC=1, predict the reaction product.